From a dataset of Reaction yield outcomes from USPTO patents with 853,638 reactions. Predict the reaction yield, written as a fraction of the theoretical maximum amount of product (1.0 means a 100% yield; for example, 0.34 means a 34% yield). (1) The reactants are [OH:1][C:2]1([CH2:5][NH:6][C:7](=[O:13])[O:8][C:9]([CH3:12])([CH3:11])[CH3:10])[CH2:4][CH2:3]1.[C:14]([O-])([O-])=O.[Cs+].[Cs+].CI. The catalyst is CN(C=O)C. The product is [CH3:14][O:1][C:2]1([CH2:5][NH:6][C:7](=[O:13])[O:8][C:9]([CH3:10])([CH3:12])[CH3:11])[CH2:4][CH2:3]1. The yield is 0.160. (2) The reactants are [Cl:1][C:2]1[N:10]=[C:9](Cl)[C:8]([F:12])=[CH:7][C:3]=1[C:4]([OH:6])=[O:5].[F:13][CH:14]([F:17])[CH2:15][OH:16]. No catalyst specified. The product is [Cl:1][C:2]1[N:10]=[C:9]([O:16][CH2:15][CH:14]([F:17])[F:13])[C:8]([F:12])=[CH:7][C:3]=1[C:4]([OH:6])=[O:5]. The yield is 0.550. (3) The reactants are CCN(C(C)C)C(C)C.OC(C(F)(F)F)=O.[O:17]=[C:18]([N:35]1[CH2:40][CH2:39][NH:38][CH2:37][CH2:36]1)[CH2:19][NH:20][C:21]([C:23]1[CH:28]=[CH:27][C:26]([C:29]2[CH:34]=[CH:33][CH:32]=[CH:31][CH:30]=2)=[CH:25][CH:24]=1)=[O:22].C1C=CC2N(O)N=NC=2C=1.CCN=C=NCCCN(C)C.Cl.[CH3:63][C:64]1[CH:72]=[CH:71][CH:70]=[CH:69][C:65]=1[C:66](O)=[O:67]. The catalyst is CN(C=O)C.O. The product is [CH3:63][C:64]1[CH:72]=[CH:71][CH:70]=[CH:69][C:65]=1[C:66]([N:38]1[CH2:39][CH2:40][N:35]([C:18](=[O:17])[CH2:19][NH:20][C:21]([C:23]2[CH:24]=[CH:25][C:26]([C:29]3[CH:34]=[CH:33][CH:32]=[CH:31][CH:30]=3)=[CH:27][CH:28]=2)=[O:22])[CH2:36][CH2:37]1)=[O:67]. The yield is 0.729. (4) The reactants are FC(F)(F)C(O)=O.[CH3:8][O:9][N:10]=[CH:11][C:12]1[C:13]([NH2:25])=[N:14][CH:15]=[N:16][C:17]=1[N:18]1[CH2:23][CH2:22][CH:21]([NH2:24])[CH2:20][CH2:19]1.[N+](C1C=CC([O:35][C:36](=O)[NH:37][C:38]2[CH:43]=[CH:42][C:41]([N:44]3[CH2:49][CH2:48][CH2:47][CH2:46][CH2:45]3)=[CH:40][CH:39]=2)=CC=1)([O-])=O.CCN(C(C)C)C(C)C. The catalyst is CC#N. The product is [NH2:25][C:13]1[N:14]=[CH:15][N:16]=[C:17]([N:18]2[CH2:23][CH2:22][CH:21]([NH:24][C:36]([NH:37][C:38]3[CH:39]=[CH:40][C:41]([N:44]4[CH2:49][CH2:48][CH2:47][CH2:46][CH2:45]4)=[CH:42][CH:43]=3)=[O:35])[CH2:20][CH2:19]2)[C:12]=1[CH:11]=[N:10][O:9][CH3:8]. The yield is 0.520. (5) The reactants are [Cl:1][C:2]1[CH:7]=[CH:6][CH:5]=[C:4]([Cl:8])[C:3]=1[N:9]1[C:13]([CH2:14][O:15][C:16]2[CH:21]=[CH:20][C:19]([C:22](=[O:24])[CH3:23])=[C:18]([CH3:25])[CH:17]=2)=[C:12]([CH:26]([CH3:28])[CH3:27])[N:11]=[N:10]1.[CH3:29][Mg]Br. The catalyst is C1COCC1. The product is [Cl:1][C:2]1[CH:7]=[CH:6][CH:5]=[C:4]([Cl:8])[C:3]=1[N:9]1[C:13]([CH2:14][O:15][C:16]2[CH:21]=[CH:20][C:19]([C:22]([OH:24])([CH3:29])[CH3:23])=[C:18]([CH3:25])[CH:17]=2)=[C:12]([CH:26]([CH3:28])[CH3:27])[N:11]=[N:10]1. The yield is 0.800. (6) The reactants are C([O:4][C@H:5]1[C@@H:19]([O:20]C(=O)C)[C@H:18]([O:24]C(=O)C)[C@@H:17]([CH2:28][O:29]C(=O)C)[O:16][C@@H:6]1[O:7][C:8]1[CH:13]=[CH:12][C:11](I)=[CH:10][C:9]=1[Cl:15])(=O)C.[N+:33]([C:36]1[CH:37]=[C:38]2[C:42](=[CH:43][CH:44]=1)[NH:41][CH:40]=[CH:39]2)([O-:35])=[O:34]. No catalyst specified. The product is [O:7]([C:8]1[CH:13]=[CH:12][C:11]([N:41]2[C:42]3[C:38](=[CH:37][C:36]([N+:33]([O-:35])=[O:34])=[CH:44][CH:43]=3)[CH:39]=[CH:40]2)=[CH:10][C:9]=1[Cl:15])[C@H:6]1[O:16][C@H:17]([CH2:28][OH:29])[C@@H:18]([OH:24])[C@H:19]([OH:20])[C@@H:5]1[OH:4]. The yield is 0.600. (7) The reactants are [Cl-].O[NH3+:3].[C:4](=[O:7])([O-])[OH:5].[Na+].CS(C)=O.[CH:13]1([O:18][C:19]2[CH:24]=[CH:23][C:22]([N:25]3[C:30](=[O:31])[C:29]([CH2:32][C:33]4[CH:38]=[CH:37][C:36]([C:39]5[C:40]([C:45]#[N:46])=[CH:41][CH:42]=[CH:43][CH:44]=5)=[CH:35][CH:34]=4)=[C:28]([CH2:47][CH2:48][CH3:49])[N:27]=[C:26]3[CH3:50])=[CH:21][CH:20]=2)[CH2:17][CH2:16][CH2:15][CH2:14]1. The catalyst is O.C(OCC)(=O)C. The product is [CH:13]1([O:18][C:19]2[CH:20]=[CH:21][C:22]([N:25]3[C:30](=[O:31])[C:29]([CH2:32][C:33]4[CH:34]=[CH:35][C:36]([C:39]5[CH:44]=[CH:43][CH:42]=[CH:41][C:40]=5[C:45]5[NH:3][C:4](=[O:7])[O:5][N:46]=5)=[CH:37][CH:38]=4)=[C:28]([CH2:47][CH2:48][CH3:49])[N:27]=[C:26]3[CH3:50])=[CH:23][CH:24]=2)[CH2:17][CH2:16][CH2:15][CH2:14]1. The yield is 0.660.